Dataset: Reaction yield outcomes from USPTO patents with 853,638 reactions. Task: Predict the reaction yield, written as a fraction of the theoretical maximum amount of product (1.0 means a 100% yield; for example, 0.34 means a 34% yield). The reactants are [CH3:1][C:2]1([CH3:14])[C:6](=[O:7])[CH:5]=[C:4]([C:8]2[CH:13]=[CH:12][N:11]=[CH:10][CH:9]=2)[O:3]1.C1C(=O)N([Br:22])C(=O)C1. The catalyst is C(Cl)(Cl)Cl.C(Cl)Cl. The product is [Br:22][C:5]1[C:6](=[O:7])[C:2]([CH3:14])([CH3:1])[O:3][C:4]=1[C:8]1[CH:13]=[CH:12][N:11]=[CH:10][CH:9]=1. The yield is 0.210.